From a dataset of Catalyst prediction with 721,799 reactions and 888 catalyst types from USPTO. Predict which catalyst facilitates the given reaction. Reactant: FC(F)(F)C([NH:5][C@H:6]1[CH2:11][CH2:10][C@@:9]([C@H:13]2[CH2:21][CH2:20][C@@:19]3([CH3:22])[C@@H:15]([CH2:16][CH2:17][C:18]3=[CH2:23])[C@@H:14]2[CH2:24][OH:25])([CH3:12])[C@@H:8]([CH2:26][OH:27])[CH2:7]1)=O.C(=O)([O-])[O-].[K+].[K+]. Product: [NH2:5][C@@H:6]1[CH2:7][C@H:8]([CH2:26][OH:27])[C@:9]([C@H:13]2[CH2:21][CH2:20][C@@:19]3([CH3:22])[C@@H:15]([CH2:16][CH2:17][C:18]3=[CH2:23])[C@@H:14]2[CH2:24][OH:25])([CH3:12])[CH2:10][CH2:11]1. The catalyst class is: 24.